From a dataset of Forward reaction prediction with 1.9M reactions from USPTO patents (1976-2016). Predict the product of the given reaction. (1) Given the reactants [OH:1][CH2:2][CH2:3][O:4][C:5]1[CH:10]=[CH:9][CH:8]=[CH:7][C:6]=1[C:11](=[O:20])[CH2:12][C:13]([O:15][C:16](C)(C)[CH3:17])=[O:14], predict the reaction product. The product is: [OH:1][CH2:2][CH2:3][O:4][C:5]1[CH:10]=[CH:9][CH:8]=[CH:7][C:6]=1[C:11](=[O:20])[CH2:12][C:13]([O:15][CH2:16][CH3:17])=[O:14]. (2) Given the reactants C[NH+]1CCOCC1.[NH2:8][C:9]1[C:14]([C:15]#[N:16])=[C:13]([C:17]2[CH:22]=[CH:21][C:20]([S:23]([N:26]3[CH2:31][CH2:30][N:29]([CH3:32])[CH2:28][CH2:27]3)(=[O:25])=[O:24])=[CH:19][CH:18]=2)[C:12]([C:33]#[N:34])=[C:11]([SH:35])[N:10]=1.Br[CH2:37][C:38]([NH2:40])=[O:39].C([O-])(O)=O.[Na+], predict the reaction product. The product is: [NH2:8][C:9]1[N:10]=[C:11]([S:35][CH2:37][C:38]([NH2:40])=[O:39])[C:12]([C:33]#[N:34])=[C:13]([C:17]2[CH:18]=[CH:19][C:20]([S:23]([N:26]3[CH2:31][CH2:30][N:29]([CH3:32])[CH2:28][CH2:27]3)(=[O:25])=[O:24])=[CH:21][CH:22]=2)[C:14]=1[C:15]#[N:16].